The task is: Predict the product of the given reaction.. This data is from Forward reaction prediction with 1.9M reactions from USPTO patents (1976-2016). Given the reactants [CH2:1]([N:8]([CH2:14][C:15]1[CH:20]=[C:19]([C:21]([F:24])([F:23])[F:22])[CH:18]=[CH:17][C:16]=1Br)[C:9]([CH:11]1[CH2:13][CH2:12]1)=[O:10])[C:2]1[CH:7]=[CH:6][CH:5]=[CH:4][CH:3]=1.[B:26]1([B:26]2[O:30][C:29]([CH3:32])([CH3:31])[C:28]([CH3:34])([CH3:33])[O:27]2)[O:30][C:29]([CH3:32])([CH3:31])[C:28]([CH3:34])([CH3:33])[O:27]1, predict the reaction product. The product is: [CH2:1]([N:8]([CH2:14][C:15]1[CH:20]=[C:19]([C:21]([F:24])([F:23])[F:22])[CH:18]=[CH:17][C:16]=1[B:26]1[O:30][C:29]([CH3:32])([CH3:31])[C:28]([CH3:34])([CH3:33])[O:27]1)[C:9]([CH:11]1[CH2:13][CH2:12]1)=[O:10])[C:2]1[CH:7]=[CH:6][CH:5]=[CH:4][CH:3]=1.